From a dataset of NCI-60 drug combinations with 297,098 pairs across 59 cell lines. Regression. Given two drug SMILES strings and cell line genomic features, predict the synergy score measuring deviation from expected non-interaction effect. (1) Drug 1: COC1=CC(=CC(=C1O)OC)C2C3C(COC3=O)C(C4=CC5=C(C=C24)OCO5)OC6C(C(C7C(O6)COC(O7)C8=CC=CS8)O)O. Drug 2: CC1=C2C(C(=O)C3(C(CC4C(C3C(C(C2(C)C)(CC1OC(=O)C(C(C5=CC=CC=C5)NC(=O)C6=CC=CC=C6)O)O)OC(=O)C7=CC=CC=C7)(CO4)OC(=O)C)O)C)OC(=O)C. Cell line: OVCAR-5. Synergy scores: CSS=31.0, Synergy_ZIP=-5.62, Synergy_Bliss=-4.84, Synergy_Loewe=-14.4, Synergy_HSA=-2.92. (2) Drug 1: C1=CC(=C2C(=C1NCCNCCO)C(=O)C3=C(C=CC(=C3C2=O)O)O)NCCNCCO. Drug 2: B(C(CC(C)C)NC(=O)C(CC1=CC=CC=C1)NC(=O)C2=NC=CN=C2)(O)O. Cell line: U251. Synergy scores: CSS=50.0, Synergy_ZIP=-0.196, Synergy_Bliss=0.699, Synergy_Loewe=3.37, Synergy_HSA=3.83.